From a dataset of Forward reaction prediction with 1.9M reactions from USPTO patents (1976-2016). Predict the product of the given reaction. Given the reactants [NH:1]1[CH2:6][CH:5]=[C:4]([C:7]2[CH:12]=[CH:11][C:10]([NH:13][C:14]([N:16]3[CH2:24][C:23]4[CH:22]=[CH:21][N:20]=[CH:19][C:18]=4[CH2:17]3)=[O:15])=[CH:9][CH:8]=2)[CH2:3][CH2:2]1.[O:25]1[CH2:30][CH2:29][CH:28]([CH:31]=O)[CH2:27][CH2:26]1, predict the reaction product. The product is: [O:25]1[CH2:30][CH2:29][CH:28]([CH2:31][N:1]2[CH2:2][CH2:3][CH:4]([C:7]3[CH:12]=[CH:11][C:10]([NH:13][C:14]([N:16]4[CH2:24][C:23]5[CH:22]=[CH:21][N:20]=[CH:19][C:18]=5[CH2:17]4)=[O:15])=[CH:9][CH:8]=3)[CH2:5][CH2:6]2)[CH2:27][CH2:26]1.